Task: Regression. Given a peptide amino acid sequence and an MHC pseudo amino acid sequence, predict their binding affinity value. This is MHC class I binding data.. Dataset: Peptide-MHC class I binding affinity with 185,985 pairs from IEDB/IMGT (1) The peptide sequence is KLSGLGFNAV. The MHC is HLA-A02:03 with pseudo-sequence HLA-A02:03. The binding affinity (normalized) is 0.905. (2) The peptide sequence is ASSSNYNTY. The MHC is HLA-B15:17 with pseudo-sequence HLA-B15:17. The binding affinity (normalized) is 0.686. (3) The peptide sequence is LITEQFLCY. The MHC is HLA-A30:02 with pseudo-sequence HLA-A30:02. The binding affinity (normalized) is 0.304. (4) The peptide sequence is IVVALSSLV. The MHC is HLA-A68:02 with pseudo-sequence HLA-A68:02. The binding affinity (normalized) is 0.843. (5) The peptide sequence is VGNVYMKF. The MHC is Mamu-B52 with pseudo-sequence Mamu-B52. The binding affinity (normalized) is 0.828. (6) The peptide sequence is DSTRKKIEKI. The MHC is Mamu-A01 with pseudo-sequence Mamu-A01. The binding affinity (normalized) is 0.157. (7) The peptide sequence is IIALLIIPPK. The MHC is HLA-A68:01 with pseudo-sequence HLA-A68:01. The binding affinity (normalized) is 0.593.